This data is from Peptide-MHC class I binding affinity with 185,985 pairs from IEDB/IMGT. The task is: Regression. Given a peptide amino acid sequence and an MHC pseudo amino acid sequence, predict their binding affinity value. This is MHC class I binding data. (1) The peptide sequence is FEVEDYGFGM. The MHC is HLA-B40:01 with pseudo-sequence HLA-B40:01. The binding affinity (normalized) is 0.790. (2) The peptide sequence is TEMYIMYAM. The MHC is HLA-B27:05 with pseudo-sequence HLA-B27:05. The binding affinity (normalized) is 0.213. (3) The peptide sequence is TTASPLSSI. The MHC is Patr-B0101 with pseudo-sequence Patr-B0101. The binding affinity (normalized) is 1.00. (4) The peptide sequence is CHQGINNKL. The MHC is H-2-Kb with pseudo-sequence H-2-Kb. The binding affinity (normalized) is 0. (5) The peptide sequence is AVFDSFVER. The MHC is HLA-B15:17 with pseudo-sequence HLA-B15:17. The binding affinity (normalized) is 0.0847. (6) The peptide sequence is GEHKKLAEAI. The MHC is HLA-B40:01 with pseudo-sequence HLA-B40:01. The binding affinity (normalized) is 0.632. (7) The peptide sequence is EDFEIFYNL. The MHC is HLA-A01:01 with pseudo-sequence HLA-A01:01. The binding affinity (normalized) is 0.213.